Dataset: Reaction yield outcomes from USPTO patents with 853,638 reactions. Task: Predict the reaction yield, written as a fraction of the theoretical maximum amount of product (1.0 means a 100% yield; for example, 0.34 means a 34% yield). (1) The reactants are [N:1]1[CH:6]=[CH:5][CH:4]=[C:3]([CH2:7]P(=O)(OCC)OCC)[CH:2]=1.C(O[K])(C)(C)C.[CH:22]([C:24]1[C:32]2[C:27](=[CH:28][C:29]([C:33]#[N:34])=[CH:30][CH:31]=2)[NH:26][N:25]=1)=O.C([O-])(O)=O.[Na+]. The catalyst is CN(C=O)C.O. The product is [N:1]1[CH:6]=[CH:5][CH:4]=[C:3](/[CH:7]=[CH:22]/[C:24]2[C:32]3[C:27](=[CH:28][C:29]([C:33]#[N:34])=[CH:30][CH:31]=3)[NH:26][N:25]=2)[CH:2]=1. The yield is 0.670. (2) The catalyst is CC#N. The yield is 0.140. The product is [Cl:14][C:15]1[CH:20]=[CH:19][C:18]([O:21][C:2](=[O:3])[NH:37][CH2:38][C:39]2[CH:40]=[C:41]3[C:45](=[CH:46][CH:47]=2)[C:44](=[O:48])[N:43]([CH:49]2[CH2:54][CH2:53][C:52](=[O:55])[NH:51][C:50]2=[O:56])[CH2:42]3)=[CH:17][C:16]=1[CH3:22]. The reactants are Cl[C:2](OC1C=CC([N+]([O-])=O)=CC=1)=[O:3].[Cl:14][C:15]1[C:16]([CH3:22])=[CH:17][C:18]([OH:21])=[CH:19][CH:20]=1.CCN(C(C)C)C(C)C.CS(O)(=O)=O.[NH2:37][CH2:38][C:39]1[CH:40]=[C:41]2[C:45](=[CH:46][CH:47]=1)[C:44](=[O:48])[N:43]([CH:49]1[CH2:54][CH2:53][C:52](=[O:55])[NH:51][C:50]1=[O:56])[CH2:42]2. (3) The reactants are [F:1][C:2]1[C:7]([CH:8]([CH2:14][N+:15]([O-])=O)[CH2:9][C:10](OC)=[O:11])=[CH:6][CH:5]=[CH:4][N:3]=1.[BH4-].[Na+]. The catalyst is CCO.[Ni](Cl)Cl. The product is [F:1][C:2]1[C:7]([CH:8]2[CH2:14][NH:15][C:10](=[O:11])[CH2:9]2)=[CH:6][CH:5]=[CH:4][N:3]=1. The yield is 0.230. (4) The reactants are [C:1]([C:4]([OH:6])=[O:5])([OH:3])=[O:2].O.O.[N:9]1([CH2:15][CH2:16][CH:17]2[CH2:25][CH2:24][CH2:23][C:22]3[N:21]([C:26]4[CH:31]=[CH:30][CH:29]=[CH:28][CH:27]=4)[N:20]=[CH:19][C:18]2=3)[CH2:14][CH2:13][O:12][CH2:11][CH2:10]1. The catalyst is CC(C)=O. The product is [C:4]([OH:6])(=[O:5])[C:1]([OH:3])=[O:2].[N:9]1([CH2:15][CH2:16][CH:17]2[CH2:25][CH2:24][CH2:23][C:22]3[N:21]([C:26]4[CH:27]=[CH:28][CH:29]=[CH:30][CH:31]=4)[N:20]=[CH:19][C:18]2=3)[CH2:14][CH2:13][O:12][CH2:11][CH2:10]1. The yield is 0.650. (5) The reactants are [C:1]([C:5]1[CH:9]=[C:8]([NH:10][C:11](=[O:19])OC2C=CC=CC=2)[N:7]([CH2:20][CH:21]([CH3:23])[CH3:22])[N:6]=1)([CH3:4])([CH3:3])[CH3:2].C(N(CC)C(C)C)(C)C.[CH3:33][O:34][C:35]1[CH:36]=[C:37]2[C:42](=[CH:43][C:44]=1[O:45][CH3:46])[N:41]=[CH:40][N:39]=[C:38]2[S:47][C:48]1[CH:49]=[C:50]([CH:52]=[CH:53][CH:54]=1)[NH2:51]. The catalyst is C1COCC1. The product is [C:1]([C:5]1[CH:9]=[C:8]([NH:10][C:11]([NH:51][C:50]2[CH:52]=[CH:53][CH:54]=[C:48]([S:47][C:38]3[C:37]4[C:42](=[CH:43][C:44]([O:45][CH3:46])=[C:35]([O:34][CH3:33])[CH:36]=4)[N:41]=[CH:40][N:39]=3)[CH:49]=2)=[O:19])[N:7]([CH2:20][CH:21]([CH3:22])[CH3:23])[N:6]=1)([CH3:2])([CH3:3])[CH3:4]. The yield is 0.320. (6) The reactants are [Br:1][C:2]1[CH:3]=[C:4]2[C:8](=[CH:9][CH:10]=1)[N:7]([CH:11]([CH2:15][CH:16]1[CH2:20][CH2:19][CH2:18][CH2:17]1)[C:12](O)=[O:13])[C:6](=[O:21])[C:5]2=[O:22].[N:23]1[CH:28]=[CH:27][CH:26]=[CH:25][C:24]=1[NH2:29].C(N(CC)C(C)C)(C)C.F[P-](F)(F)(F)(F)F.N1(O[P+](N(C)C)(N(C)C)N(C)C)C2C=CC=CC=2N=N1. The catalyst is CN(C)C=O.C(OCC)(=O)C. The product is [Br:1][C:2]1[CH:3]=[C:4]2[C:8](=[CH:9][CH:10]=1)[N:7]([CH:11]([CH2:15][CH:16]1[CH2:17][CH2:18][CH2:19][CH2:20]1)[C:12]([NH:29][C:24]1[CH:25]=[CH:26][CH:27]=[CH:28][N:23]=1)=[O:13])[C:6](=[O:21])[C:5]2=[O:22]. The yield is 0.210. (7) The catalyst is CO.O1CCCC1. The reactants are [C:1]([C:3]1[CH:8]=[CH:7][C:6]([N:9]2[CH:13]([C:14]3[CH2:18][CH2:17][CH2:16][CH:15]=3)[CH:12]3[CH2:19][O:20][C:21]4[CH:22]=[C:23]([C:27]([O:29]C)=[O:28])[CH:24]=[CH:25][C:26]=4[C:11]3=[N:10]2)=[CH:5][C:4]=1[CH3:31])#[N:2].[OH-].[Na+]. The product is [C:1]([C:3]1[CH:8]=[CH:7][C:6]([N:9]2[CH:13]([C:14]3[CH2:18][CH2:17][CH2:16][CH:15]=3)[CH:12]3[CH2:19][O:20][C:21]4[CH:22]=[C:23]([C:27]([OH:29])=[O:28])[CH:24]=[CH:25][C:26]=4[C:11]3=[N:10]2)=[CH:5][C:4]=1[CH3:31])#[N:2]. The yield is 0.550.